Regression. Given a peptide amino acid sequence and an MHC pseudo amino acid sequence, predict their binding affinity value. This is MHC class II binding data. From a dataset of Peptide-MHC class II binding affinity with 134,281 pairs from IEDB. (1) The peptide sequence is EKKYFAATQFEPDAA. The binding affinity (normalized) is 0.263. The MHC is HLA-DQA10101-DQB10501 with pseudo-sequence HLA-DQA10101-DQB10501. (2) The peptide sequence is WNRKELLVTFKNAHA. The MHC is DRB1_0101 with pseudo-sequence DRB1_0101. The binding affinity (normalized) is 0.775.